This data is from Forward reaction prediction with 1.9M reactions from USPTO patents (1976-2016). The task is: Predict the product of the given reaction. (1) The product is: [C:1]([C:3]1[CH:4]=[C:5]([F:31])[C:6]([NH:16][C@@H:17]2[CH2:22][CH2:21][CH2:20][CH2:19][C@@H:18]2[NH:23][C:24](=[O:30])[O:25][C:26]([CH3:27])([CH3:28])[CH3:29])=[N:7][C:8]=1[NH:9][C:10]1[O:14][N:13]=[C:12]([CH3:15])[CH:11]=1)(=[O:32])[NH2:2]. Given the reactants [C:1]([C:3]1[CH:4]=[C:5]([F:31])[C:6]([NH:16][C@@H:17]2[CH2:22][CH2:21][CH2:20][CH2:19][C@@H:18]2[NH:23][C:24](=[O:30])[O:25][C:26]([CH3:29])([CH3:28])[CH3:27])=[N:7][C:8]=1[NH:9][C:10]1[O:14][N:13]=[C:12]([CH3:15])[CH:11]=1)#[N:2].[OH-:32].[Na+].OO.O, predict the reaction product. (2) Given the reactants [N:1]1([CH2:7][CH2:8][CH2:9][O:10][C:11]2[CH:31]=[CH:30][C:14]([C:15]([N:17]3[CH2:22][CH2:21][N:20](C(OC(C)(C)C)=O)[CH2:19][CH2:18]3)=[O:16])=[CH:13][CH:12]=2)[CH2:6][CH2:5][CH2:4][CH2:3][CH2:2]1.[ClH:32].O1CCOCC1, predict the reaction product. The product is: [ClH:32].[ClH:32].[N:1]1([CH2:7][CH2:8][CH2:9][O:10][C:11]2[CH:31]=[CH:30][C:14]([C:15]([N:17]3[CH2:22][CH2:21][NH:20][CH2:19][CH2:18]3)=[O:16])=[CH:13][CH:12]=2)[CH2:6][CH2:5][CH2:4][CH2:3][CH2:2]1.